Task: Regression. Given two drug SMILES strings and cell line genomic features, predict the synergy score measuring deviation from expected non-interaction effect.. Dataset: NCI-60 drug combinations with 297,098 pairs across 59 cell lines Drug 1: CN1C2=C(C=C(C=C2)N(CCCl)CCCl)N=C1CCCC(=O)O.Cl. Drug 2: B(C(CC(C)C)NC(=O)C(CC1=CC=CC=C1)NC(=O)C2=NC=CN=C2)(O)O. Cell line: SK-MEL-28. Synergy scores: CSS=61.5, Synergy_ZIP=11.0, Synergy_Bliss=8.60, Synergy_Loewe=-41.7, Synergy_HSA=8.08.